Dataset: Full USPTO retrosynthesis dataset with 1.9M reactions from patents (1976-2016). Task: Predict the reactants needed to synthesize the given product. The reactants are: [NH2:1][CH2:2][C@@H:3]1[CH2:8][CH2:7][CH2:6][CH2:5][N:4]1[C:9](OC(C)(C)C)=O.Cl[C:17]1[C:22]([C:23]2[N:28]=[CH:27][N:26]=[C:25]([O:29][C:30]3[C:35]4[N:36]=[C:37]([NH2:39])[S:38][C:34]=4[CH:33]=[CH:32][CH:31]=3)[CH:24]=2)=[CH:21][CH:20]=[C:19]([C:40]([F:43])([F:42])[F:41])[N:18]=1. Given the product [CH2:9]([N:4]1[CH2:5][CH2:6][CH2:7][CH2:8][C@H:3]1[CH2:2][NH:1][C:17]1[C:22]([C:23]2[N:28]=[CH:27][N:26]=[C:25]([O:29][C:30]3[C:35]4[N:36]=[C:37]([NH:39][C:25](=[O:29])[CH3:24])[S:38][C:34]=4[CH:33]=[CH:32][CH:31]=3)[CH:24]=2)=[CH:21][CH:20]=[C:19]([C:40]([F:43])([F:42])[F:41])[N:18]=1)[CH:19]([CH3:40])[CH3:20], predict the reactants needed to synthesize it.